This data is from Full USPTO retrosynthesis dataset with 1.9M reactions from patents (1976-2016). The task is: Predict the reactants needed to synthesize the given product. Given the product [CH3:21][C:22]1[CH:29]=[CH:28][CH:27]=[CH:26][C:23]=1[CH2:24][O:14][C:3]1[CH:4]=[C:5]([NH:8][C:9]2[S:10][CH:11]=[CH:12][N:13]=2)[CH:6]=[CH:7][C:2]=1[Cl:1], predict the reactants needed to synthesize it. The reactants are: [Cl:1][C:2]1[CH:7]=[CH:6][C:5]([NH:8][C:9]2[S:10][CH:11]=[CH:12][N:13]=2)=[CH:4][C:3]=1[OH:14].C([O-])([O-])=O.[Cs+].[Cs+].[CH3:21][C:22]1[CH:29]=[CH:28][CH:27]=[CH:26][C:23]=1[CH2:24]Br.